Dataset: Reaction yield outcomes from USPTO patents with 853,638 reactions. Task: Predict the reaction yield, written as a fraction of the theoretical maximum amount of product (1.0 means a 100% yield; for example, 0.34 means a 34% yield). The reactants are [C:1]([C:4]1[CH:5]=[C:6]([S:10][C:11]2[CH:16]=[CH:15][C:14](/[CH:17]=[CH:18]/[C:19]([N:21]3[CH2:26][CH2:25][N:24]([C:27](=[O:29])[CH3:28])[CH2:23][CH2:22]3)=[O:20])=[CH:13][C:12]=2[N+:30]([O-:32])=[O:31])[CH:7]=[CH:8][CH:9]=1)(O)=[O:2].CCN(CC)CC.ClC(OCC)=O. The catalyst is C1COCC1. The product is [OH:2][CH2:1][C:4]1[CH:5]=[C:6]([S:10][C:11]2[CH:16]=[CH:15][C:14](/[CH:17]=[CH:18]/[C:19]([N:21]3[CH2:22][CH2:23][N:24]([C:27](=[O:29])[CH3:28])[CH2:25][CH2:26]3)=[O:20])=[CH:13][C:12]=2[N+:30]([O-:32])=[O:31])[CH:7]=[CH:8][CH:9]=1. The yield is 0.320.